Predict the reactants needed to synthesize the given product. From a dataset of Full USPTO retrosynthesis dataset with 1.9M reactions from patents (1976-2016). (1) Given the product [NH:8]1[CH2:12][CH2:11][C@@H:10]([C:13]([NH:15][NH:16][C:17]([C@H:19]2[CH2:25][CH2:24][C@@H:23]3[CH2:26][N:20]2[C:21](=[O:32])[N:22]3[O:27][S:28](=[O:30])(=[O:29])[OH:31])=[O:18])=[O:14])[CH2:9]1, predict the reactants needed to synthesize it. The reactants are: C(OC([N:8]1[CH2:12][CH2:11][C@@H:10]([C:13]([NH:15][NH:16][C:17]([C@H:19]2[CH2:25][CH2:24][C@@H:23]3[CH2:26][N:20]2[C:21](=[O:32])[N:22]3[O:27][S:28]([OH:31])(=[O:30])=[O:29])=[O:18])=[O:14])[CH2:9]1)=O)(C)(C)C.FC(F)(F)C(O)=O. (2) The reactants are: [CH3:1][O:2][C:3]1[CH:4]=[C:5]2[C:9](=[CH:10][CH:11]=1)[NH:8][C:7]([CH3:12])=[CH:6]2.CC([O-])(C)C.[K+].[C:19]([O:23][C:24]([N:26]1[C@@H:30]([CH3:31])[CH2:29]OS1(=O)=O)=[O:25])([CH3:22])([CH3:21])[CH3:20]. Given the product [C:19]([O:23][C:24](=[O:25])[NH:26][C@@H:30]([CH3:29])[CH2:31][N:8]1[C:9]2[C:5](=[CH:4][C:3]([O:2][CH3:1])=[CH:11][CH:10]=2)[CH:6]=[C:7]1[CH3:12])([CH3:22])([CH3:21])[CH3:20], predict the reactants needed to synthesize it. (3) Given the product [CH3:21][C:6]1[CH:5]=[CH:4][C:3]([NH:2][C:34](=[O:35])[C:33]2[CH:38]=[CH:39][CH:40]=[C:31]([C:28]3[CH:29]=[CH:30][S:26][CH:27]=3)[CH:32]=2)=[CH:8][C:7]=1[NH:9][C:10]([C:12]1[S:20][C:15]2=[N:16][CH:17]=[CH:18][N:19]=[C:14]2[CH:13]=1)=[O:11], predict the reactants needed to synthesize it. The reactants are: Cl.[NH2:2][C:3]1[CH:4]=[CH:5][C:6]([CH3:21])=[C:7]([NH:9][C:10]([C:12]2[S:20][C:15]3=[N:16][CH:17]=[CH:18][N:19]=[C:14]3[CH:13]=2)=[O:11])[CH:8]=1.C[Al](C)C.[S:26]1[CH:30]=[CH:29][C:28]([C:31]2[CH:32]=[C:33]([CH:38]=[CH:39][CH:40]=2)[C:34](OC)=[O:35])=[CH:27]1. (4) Given the product [NH2:1][C:2]1[C:11]2[CH:10]=[CH:9][CH:8]=[C:7]([C:35]3[C:30]([O:29][CH3:28])=[N:31][CH:32]=[CH:33][CH:34]=3)[C:6]=2[N:5]=[C:4]2[CH2:13][N:14]([CH2:17][C:18]3[CH:23]=[C:22]([O:24][CH3:25])[CH:21]=[CH:20][C:19]=3[O:26][CH3:27])[C:15](=[O:16])[C:3]=12, predict the reactants needed to synthesize it. The reactants are: [NH2:1][C:2]1[C:11]2[CH:10]=[CH:9][CH:8]=[C:7](Br)[C:6]=2[N:5]=[C:4]2[CH2:13][N:14]([CH2:17][C:18]3[CH:23]=[C:22]([O:24][CH3:25])[CH:21]=[CH:20][C:19]=3[O:26][CH3:27])[C:15](=[O:16])[C:3]=12.[CH3:28][O:29][C:30]1[C:35](B(O)O)=[CH:34][CH:33]=[CH:32][N:31]=1. (5) Given the product [C:16]1([N:22]2[C:27](=[O:28])[C:26]([Cl:29])=[C:25]([O:15][CH3:9])[CH:24]=[N:23]2)[CH:21]=[CH:20][CH:19]=[CH:18][CH:17]=1, predict the reactants needed to synthesize it. The reactants are: C1(N2C=C(Cl)C(Cl)[C:9](=[O:15])N2)C=CC=CC=1.[C:16]1([N:22]2[C:27](=[O:28])[C:26]([Cl:29])=[C:25](Cl)[CH:24]=[N:23]2)[CH:21]=[CH:20][CH:19]=[CH:18][CH:17]=1.C([O-])([O-])=O.[K+].[K+]. (6) Given the product [F:23][CH:24]([F:27])[CH2:25][N:18]1[CH2:17][CH2:16][CH:15]([C:6]2[CH:7]=[C:8]3[C:13](=[N:14][C:5]=2[CH:4]([O:3][CH3:2])[O:21][CH3:22])[NH:12][CH2:11][CH2:10][CH2:9]3)[CH2:20][CH2:19]1, predict the reactants needed to synthesize it. The reactants are: Cl.[CH3:2][O:3][CH:4]([O:21][CH3:22])[C:5]1[N:14]=[C:13]2[C:8]([CH2:9][CH2:10][CH2:11][NH:12]2)=[CH:7][C:6]=1[CH:15]1[CH2:20][CH2:19][NH:18][CH2:17][CH2:16]1.[F:23][CH:24]([F:27])[CH2:25]I.C([O-])([O-])=O.[K+].[K+]. (7) Given the product [N:34]1([CH2:33][CH2:32][NH:31][C:27]2[N:26]=[C:25]3[NH:24][N:23]=[C:22]([C:20]4[CH:19]=[CH:18][N:17]=[C:16]([NH:15][CH:9]([C:10]5[CH:14]=[CH:13][S:12][CH:11]=5)[CH2:8][NH2:7])[N:21]=4)[C:30]3=[CH:29][N:28]=2)[CH2:39][CH2:38][O:37][CH2:36][CH2:35]1, predict the reactants needed to synthesize it. The reactants are: C(OC(=O)[NH:7][CH2:8][CH:9]([NH:15][C:16]1[N:21]=[C:20]([C:22]2[C:30]3[C:25](=[N:26][C:27]([NH:31][CH2:32][CH2:33][N:34]4[CH2:39][CH2:38][O:37][CH2:36][CH2:35]4)=[N:28][CH:29]=3)[NH:24][N:23]=2)[CH:19]=[CH:18][N:17]=1)[C:10]1[CH:14]=[CH:13][S:12][CH:11]=1)(C)(C)C.Cl. (8) Given the product [CH3:15][C:11]1([CH3:14])[N:10]([C:16]([O:18][C:19]([CH3:20])([CH3:21])[CH3:22])=[O:17])[C@@H:9]([CH2:8][C@H:7]2[CH2:6][CH2:5][CH2:4][O:24][CH2:23]2)[CH2:13][O:12]1, predict the reactants needed to synthesize it. The reactants are: [H-].[Na+].O[CH2:4][CH2:5][CH2:6][C@@H:7]([CH2:23][O:24]S(C1C=CC(C)=CC=1)(=O)=O)[CH2:8][C@H:9]1[CH2:13][O:12][C:11]([CH3:15])([CH3:14])[N:10]1[C:16]([O:18][C:19]([CH3:22])([CH3:21])[CH3:20])=[O:17].